This data is from Full USPTO retrosynthesis dataset with 1.9M reactions from patents (1976-2016). The task is: Predict the reactants needed to synthesize the given product. (1) Given the product [F:34][C:35]1[CH:36]=[C:37]([C:41]([N:43]=[C:44]=[S:45])=[O:42])[CH:38]=[CH:39][CH:40]=1.[CH3:11][O:12][C:13]1[CH:14]=[C:15]2[C:20](=[CH:21][C:22]=1[O:23][CH3:24])[N:19]=[CH:18][CH:17]=[C:16]2[O:25][C:26]1[CH:32]=[CH:31][C:29]([NH:30][C:44]([NH:43][C:41](=[O:42])[C:37]2[CH:38]=[CH:39][CH:40]=[C:35]([F:34])[CH:36]=2)=[S:45])=[C:28]([F:33])[CH:27]=1, predict the reactants needed to synthesize it. The reactants are: FC1C=C(C(Cl)=O)C=CC=1.[CH3:11][O:12][C:13]1[CH:14]=[C:15]2[C:20](=[CH:21][C:22]=1[O:23][CH3:24])[N:19]=[CH:18][CH:17]=[C:16]2[O:25][C:26]1[CH:32]=[CH:31][C:29]([NH2:30])=[C:28]([F:33])[CH:27]=1.[F:34][C:35]1[CH:36]=[C:37]([C:41]([N:43]=[C:44]=[S:45])=[O:42])[CH:38]=[CH:39][CH:40]=1. (2) Given the product [CH:1]1([CH:7]([NH:23][C:24]([C:26]2[CH:31]=[N:30][CH:29]=[CH:28][N:27]=2)=[O:25])[CH:8]([NH:13][CH:14]([C:19]([CH3:22])([CH3:21])[CH3:20])[C:15]([OH:17])=[O:16])[C:9]([F:11])([F:12])[F:10])[CH2:6][CH2:5][CH2:4][CH2:3][CH2:2]1, predict the reactants needed to synthesize it. The reactants are: [CH:1]1([CH:7]([NH:23][C:24]([C:26]2[CH:31]=[N:30][CH:29]=[CH:28][N:27]=2)=[O:25])[CH:8]([NH:13][CH:14]([C:19]([CH3:22])([CH3:21])[CH3:20])[C:15]([O:17]C)=[O:16])[C:9]([F:12])([F:11])[F:10])[CH2:6][CH2:5][CH2:4][CH2:3][CH2:2]1.C[Si](C)(C)[O-].[K+]. (3) Given the product [Cl:8][C:6]1[CH:5]=[C:4]([NH:9][C:10]2[N:13]=[C:14]([CH:15]([CH3:16])[CH3:17])[NH:20][N:19]=2)[CH:3]=[C:2]([Cl:1])[CH:7]=1, predict the reactants needed to synthesize it. The reactants are: [Cl:1][C:2]1[CH:3]=[C:4](/[N:9]=[C:10]2\SC[N:13]\2[C:14](=O)[CH:15]([CH3:17])[CH3:16])[CH:5]=[C:6]([Cl:8])[CH:7]=1.[NH2:19][NH2:20]. (4) The reactants are: [Br:1][C:2]1[C:10]([N+:11]([O-:13])=[O:12])=[CH:9][CH:8]=[CH:7][C:3]=1[C:4]([OH:6])=[O:5].IC.[C:16](=O)([O-])[O-].[K+].[K+].O. Given the product [Br:1][C:2]1[C:10]([N+:11]([O-:13])=[O:12])=[CH:9][CH:8]=[CH:7][C:3]=1[C:4]([O:6][CH3:16])=[O:5], predict the reactants needed to synthesize it. (5) Given the product [CH2:1]([NH:8][CH:9]([C:13]1[CH:18]=[CH:17][CH:16]=[CH:15][CH:14]=1)[C:10]([O:12][C@@H:46]1[CH:47]2[CH2:50][CH2:51][N:44]([CH2:49][CH2:48]2)[CH2:45]1)=[O:11])[C:2]1[CH:3]=[CH:4][CH:5]=[CH:6][CH:7]=1, predict the reactants needed to synthesize it. The reactants are: [CH2:1]([NH:8][CH:9]([C:13]1[CH:18]=[CH:17][CH:16]=[CH:15][CH:14]=1)[C:10]([OH:12])=[O:11])[C:2]1[CH:7]=[CH:6][CH:5]=[CH:4][CH:3]=1.C1CCC(N=C=NC2CCCCC2)CC1.C1C=CC2N(O)N=NC=2C=1.[N:44]12[CH2:51][CH2:50][CH:47]([CH2:48][CH2:49]1)[C@@H:46](O)[CH2:45]2.